From a dataset of Full USPTO retrosynthesis dataset with 1.9M reactions from patents (1976-2016). Predict the reactants needed to synthesize the given product. (1) Given the product [CH3:11][C:5]1[CH:4]=[CH:3][C:2]([NH:1][CH2:15][C:14]2[C:17]([F:27])=[C:18]([F:26])[C:19]([C:22]([F:23])([F:25])[F:24])=[C:20]([F:21])[C:13]=2[F:12])=[CH:10][C:6]=1[C:7]([OH:9])=[O:8], predict the reactants needed to synthesize it. The reactants are: [NH2:1][C:2]1[CH:3]=[CH:4][C:5]([CH3:11])=[C:6]([CH:10]=1)[C:7]([OH:9])=[O:8].[F:12][C:13]1[C:20]([F:21])=[C:19]([C:22]([F:25])([F:24])[F:23])[C:18]([F:26])=[C:17]([F:27])[C:14]=1[CH2:15]Br. (2) Given the product [Cl:1][C:2]1[N:7]=[C:6]([NH:8][CH3:9])[N:5]=[C:4]([N:10]2[C@H:15]([CH3:16])[CH2:14][CH2:13][C@H:12]([C:17]([NH:35][CH:29]3[CH2:34][CH2:33][CH2:32][CH2:31][CH2:30]3)=[O:19])[CH2:11]2)[CH:3]=1, predict the reactants needed to synthesize it. The reactants are: [Cl:1][C:2]1[N:7]=[C:6]([NH:8][CH3:9])[N:5]=[C:4]([N:10]2[C@H:15]([CH3:16])[CH2:14][CH2:13][C@H:12]([C:17]([OH:19])=O)[CH2:11]2)[CH:3]=1.CCN(C(C)C)C(C)C.[CH:29]1([NH2:35])[CH2:34][CH2:33][CH2:32][CH2:31][CH2:30]1.CN(C(ON1N=NC2C=CC=NC1=2)=[N+](C)C)C.F[P-](F)(F)(F)(F)F.